Dataset: Full USPTO retrosynthesis dataset with 1.9M reactions from patents (1976-2016). Task: Predict the reactants needed to synthesize the given product. (1) Given the product [CH2:46]([O:45][C:43]([C:41]1[O:42][C:38]([CH2:37][O:27][C:24]2[CH:25]=[CH:26][C:21]([C:16]([C:13]3[CH:14]=[CH:15][C:10]([CH2:9][CH2:8][CH:7]([O:6][Si:5]([C:1]([CH3:3])([CH3:2])[CH3:4])([CH3:35])[CH3:34])[C:30]([CH3:33])([CH3:32])[CH3:31])=[C:11]([CH3:29])[CH:12]=3)([CH2:17][CH3:18])[CH2:19][CH3:20])=[CH:22][C:23]=2[CH3:28])=[CH:39][CH:40]=1)=[O:44])[CH3:47], predict the reactants needed to synthesize it. The reactants are: [C:1]([Si:5]([CH3:35])([CH3:34])[O:6][CH:7]([C:30]([CH3:33])([CH3:32])[CH3:31])[CH2:8][CH2:9][C:10]1[CH:15]=[CH:14][C:13]([C:16]([C:21]2[CH:26]=[CH:25][C:24]([OH:27])=[C:23]([CH3:28])[CH:22]=2)([CH2:19][CH3:20])[CH2:17][CH3:18])=[CH:12][C:11]=1[CH3:29])([CH3:4])([CH3:3])[CH3:2].Cl[CH2:37][C:38]1[O:42][C:41]([C:43]([O:45][CH2:46][CH3:47])=[O:44])=[CH:40][CH:39]=1.C([O-])([O-])=O.[K+].[K+].C(OCC)(=O)C. (2) Given the product [CH3:28][O:14][C:13](=[O:15])[C:12]1[CH:16]=[CH:17][CH:18]=[CH:19][C:11]=1[NH:10][C:5]1[CH:6]=[CH:7][CH:8]=[CH:9][C:4]=1[N+:1]([O-:3])=[O:2], predict the reactants needed to synthesize it. The reactants are: [N+:1]([C:4]1[CH:9]=[CH:8][CH:7]=[CH:6][C:5]=1[NH:10][C:11]1[CH:19]=[CH:18][CH:17]=[CH:16][C:12]=1[C:13]([OH:15])=[O:14])([O-:3])=[O:2].OS(O)(=O)=O.O.[OH-].[Na+].[CH3:28]O. (3) Given the product [N+:12]([C:15]1[CH:20]=[C:19]([C:2]2[CH:11]=[CH:10][CH:9]=[C:8]3[C:3]=2[CH:4]=[CH:5][N:6]=[CH:7]3)[CH:18]=[CH:17][CH:16]=1)([O-:14])=[O:13], predict the reactants needed to synthesize it. The reactants are: Br[C:2]1[CH:11]=[CH:10][CH:9]=[C:8]2[C:3]=1[CH:4]=[CH:5][N:6]=[CH:7]2.[N+:12]([C:15]1[CH:16]=[C:17](B(O)O)[CH:18]=[CH:19][CH:20]=1)([O-:14])=[O:13]. (4) Given the product [CH2:6]([O:13][C:14]1[CH:19]=[C:18]([CH:34]([C:33]2[CH:36]=[CH:37][C:38]([O:39][CH3:40])=[C:31]([O:30][CH2:23][C:24]3[CH:29]=[CH:28][CH:27]=[CH:26][CH:25]=3)[CH:32]=2)[OH:35])[CH:17]=[CH:16][C:15]=1[O:21][CH3:22])[C:7]1[CH:12]=[CH:11][CH:10]=[CH:9][CH:8]=1, predict the reactants needed to synthesize it. The reactants are: [Li]CCCC.[CH2:6]([O:13][C:14]1[CH:19]=[C:18](Br)[CH:17]=[CH:16][C:15]=1[O:21][CH3:22])[C:7]1[CH:12]=[CH:11][CH:10]=[CH:9][CH:8]=1.[CH2:23]([O:30][C:31]1[CH:32]=[C:33]([CH:36]=[CH:37][C:38]=1[O:39][CH3:40])[CH:34]=[O:35])[C:24]1[CH:29]=[CH:28][CH:27]=[CH:26][CH:25]=1.O. (5) Given the product [Br:11][C:9]1[CH:8]=[CH:7][C:5]2[N:6]=[C:2]([N:14]3[CH2:18][CH2:17][C@@H:16]([N:19]4[CH2:20][CH2:21][CH2:22][CH2:23][CH2:24]4)[CH2:15]3)[S:3][C:4]=2[CH:10]=1, predict the reactants needed to synthesize it. The reactants are: Cl[C:2]1[S:3][C:4]2[CH:10]=[C:9]([Br:11])[CH:8]=[CH:7][C:5]=2[N:6]=1.Cl.Cl.[NH:14]1[CH2:18][CH2:17][C@@H:16]([N:19]2[CH2:24][CH2:23][CH2:22][CH2:21][CH2:20]2)[CH2:15]1.C(=O)([O-])[O-].[K+].[K+].O. (6) The reactants are: O[CH2:2][CH2:3][CH2:4][CH2:5]/[C:6](/[C:17]([O:19][CH3:20])=[O:18])=[C:7](/[C:13]([O:15][CH3:16])=[O:14])\[CH2:8][C:9]([O:11][CH3:12])=[O:10].[S:21](Cl)([C:24]1[CH:30]=[CH:29][C:27]([CH3:28])=[CH:26][CH:25]=1)(=[O:23])=[O:22].O. Given the product [CH3:16][O:15][C:13](/[C:7](=[C:6](\[C:17]([O:19][CH3:20])=[O:18])/[CH2:5][CH2:4][CH2:3][CH2:2][S:21]([C:24]1[CH:30]=[CH:29][C:27]([CH3:28])=[CH:26][CH:25]=1)(=[O:23])=[O:22])/[CH2:8][C:9]([O:11][CH3:12])=[O:10])=[O:14], predict the reactants needed to synthesize it. (7) Given the product [CH3:15][O:16][C:17]([C:19]1[C:20]2([C:21]([O:23][CH3:24])=[O:22])[N:44]([CH2:45][CH2:46][C:47]3[C:55]4[C:50](=[CH:51][CH:52]=[CH:53][CH:54]=4)[NH:49][C:48]=32)[CH:7]=[C:6]([C:5](=[O:14])[C:4]2[CH:3]=[C:2]([Br:1])[CH:11]=[CH:10][C:9]=2[OH:8])[CH:12]=1)=[O:18], predict the reactants needed to synthesize it. The reactants are: [Br:1][C:2]1[CH:3]=[C:4]2[C:9](=[CH:10][CH:11]=1)[O:8][CH:7]=[C:6]([CH:12]=O)[C:5]2=[O:14].[CH3:15][O:16][C:17]([C:19]#[C:20][C:21]([O:23][CH3:24])=[O:22])=[O:18].C1(P(C2C=CC=CC=2)C2C=CC=CC=2)C=CC=CC=1.[NH2:44][CH2:45][CH2:46][C:47]1[C:55]2[C:50](=[CH:51][CH:52]=[CH:53][CH:54]=2)[NH:49][CH:48]=1. (8) Given the product [F:27][C:28]1[CH:29]=[CH:30][C:31]([CH2:32][N:33]2[C:37](=[O:38])[N:36]([C:39]3[S:40][C:41]([C:45]([NH:58][CH2:57][C:54]4[CH:53]=[N:52][C:51]([CH3:50])=[CH:56][N:55]=4)=[O:46])=[C:42]([CH3:44])[N:43]=3)[CH:35]=[N:34]2)=[CH:48][CH:49]=1, predict the reactants needed to synthesize it. The reactants are: CC1N=C(N2C(=O)N(CC3C=CC(C(F)(F)F)=CC=3)N=C2)SC=1C(O)=O.[F:27][C:28]1[CH:49]=[CH:48][C:31]([CH2:32][N:33]2[C:37](=[O:38])[N:36]([C:39]3[S:40][C:41]([C:45](O)=[O:46])=[C:42]([CH3:44])[N:43]=3)[CH:35]=[N:34]2)=[CH:30][CH:29]=1.[CH3:50][C:51]1[N:52]=[CH:53][C:54]([CH2:57][NH2:58])=[N:55][CH:56]=1. (9) The reactants are: [CH2:1]([O:8][CH2:9][CH2:10][N:11]1[CH2:16][CH2:15][C:14]2[O:17][CH:18]=[C:19]([C:20]([OH:22])=O)[C:13]=2[C:12]1=[O:23])[C:2]1[CH:7]=[CH:6][CH:5]=[CH:4][CH:3]=1.C(N(CC)CC)C.ClC(OCC)=O.[NH2:37][C:38]1[CH:39]=[CH:40][C:41]([N:47]2[CH2:52][CH2:51][N:50]([C:53](=[O:55])[CH3:54])[CH2:49][CH2:48]2)=[N:42][C:43]=1[O:44][CH2:45][CH3:46]. Given the product [C:53]([N:50]1[CH2:51][CH2:52][N:47]([C:41]2[N:42]=[C:43]([O:44][CH2:45][CH3:46])[C:38]([NH:37][C:20]([C:19]3[C:13]4[C:12](=[O:23])[N:11]([CH2:10][CH2:9][O:8][CH2:1][C:2]5[CH:3]=[CH:4][CH:5]=[CH:6][CH:7]=5)[CH2:16][CH2:15][C:14]=4[O:17][CH:18]=3)=[O:22])=[CH:39][CH:40]=2)[CH2:48][CH2:49]1)(=[O:55])[CH3:54], predict the reactants needed to synthesize it. (10) Given the product [CH2:43]1[CH2:42][O:41][C:38]2[CH:39]=[CH:40][C:35]([NH:34][C:32]3[C:31]([F:45])=[CH:30][N:29]=[C:28]([NH:58][C:48]4[C:49]([C:52]5[CH:53]=[CH:54][CH:55]=[CH:56][CH:57]=5)=[N:50][O:51][C:47]=4[CH3:46])[N:33]=3)=[CH:36][C:37]=2[O:44]1, predict the reactants needed to synthesize it. The reactants are: C1COC2C=CC(NC3C(F)=CN=C(NC4C=CC=C(O)C=4)N=3)=CC=2O1.Cl[C:28]1[N:33]=[C:32]([NH:34][C:35]2[CH:40]=[CH:39][C:38]3[O:41][CH2:42][CH2:43][O:44][C:37]=3[CH:36]=2)[C:31]([F:45])=[CH:30][N:29]=1.[CH3:46][C:47]1[O:51][N:50]=[C:49]([C:52]2[CH:57]=[CH:56][CH:55]=[CH:54][CH:53]=2)[C:48]=1[NH2:58].